This data is from Full USPTO retrosynthesis dataset with 1.9M reactions from patents (1976-2016). The task is: Predict the reactants needed to synthesize the given product. (1) Given the product [CH3:29][N:28]([CH2:27][CH2:26][CH2:25][N:18]([CH2:19][CH2:20][CH2:21][N:22]([CH3:23])[CH3:24])[CH2:17][CH2:16][CH2:14][NH2:15])[CH3:30], predict the reactants needed to synthesize it. The reactants are: CN(CCCNCCCN(C)C)C.[C:14]([CH2:16][CH2:17][N:18]([CH2:25][CH2:26][CH2:27][N:28]([CH3:30])[CH3:29])[CH2:19][CH2:20][CH2:21][N:22]([CH3:24])[CH3:23])#[N:15]. (2) The reactants are: C([O:3][C:4](=[O:25])[C:5]1[CH:10]=[C:9]([Br:11])[C:8]([CH2:12][N:13]2[CH2:17][CH2:16][CH:15]([N:18]3[CH2:23][CH2:22][CH2:21][CH2:20][CH2:19]3)[CH2:14]2)=[CH:7][C:6]=1[NH2:24])C.NC1C(Cl)=C(C=O)C(C(F)(F)F)=CC=1C(O)=O. Given the product [NH2:24][C:6]1[CH:7]=[C:8]([CH2:12][N:13]2[CH2:17][CH2:16][CH:15]([N:18]3[CH2:19][CH2:20][CH2:21][CH2:22][CH2:23]3)[CH2:14]2)[C:9]([Br:11])=[CH:10][C:5]=1[C:4]([OH:25])=[O:3], predict the reactants needed to synthesize it. (3) Given the product [CH:1]1([C:4]2[CH:5]=[N:6][C:7]([NH:14][C:15]3[CH:16]=[C:17]4[C:21](=[CH:22][CH:23]=3)[N:20]([CH2:24][CH3:25])[C:19]([C:26]3[CH:27]=[CH:28][CH:29]=[CH:30][CH:31]=3)=[CH:18]4)=[C:8]([CH:13]=2)[C:9]([OH:11])=[O:10])[CH2:3][CH2:2]1, predict the reactants needed to synthesize it. The reactants are: [CH:1]1([C:4]2[CH:5]=[N:6][C:7]([NH:14][C:15]3[CH:16]=[C:17]4[C:21](=[CH:22][CH:23]=3)[N:20]([CH2:24][CH3:25])[C:19]([C:26]3[CH:31]=[CH:30][CH:29]=[CH:28][CH:27]=3)=[CH:18]4)=[C:8]([CH:13]=2)[C:9]([O:11]C)=[O:10])[CH2:3][CH2:2]1.[OH-].[Na+].O1CCCC1.Cl. (4) Given the product [N+:1]([C:4]1[CH:5]=[C:6]([CH2:10][CH2:11][OH:12])[CH:7]=[CH:8][CH:9]=1)([O-:3])=[O:2], predict the reactants needed to synthesize it. The reactants are: [N+:1]([C:4]1[CH:5]=[C:6]([CH2:10][C:11](OC)=[O:12])[CH:7]=[CH:8][CH:9]=1)([O-:3])=[O:2].CO.O.